Dataset: Forward reaction prediction with 1.9M reactions from USPTO patents (1976-2016). Task: Predict the product of the given reaction. (1) Given the reactants [CH3:1][N:2]([CH3:13])[C:3]1[CH:8]=[CH:7][C:6](/[CH:9]=[CH:10]/[CH:11]=O)=[CH:5][CH:4]=1.[NH2:14][C:15]1[CH:20]=[CH:19][C:18]([C:21]2[S:25][C:24]([N:26]=[C:27]([NH2:29])[NH2:28])=[N:23][C:22]=2[CH3:30])=[CH:17][CH:16]=1.C(O[BH-](OC(=O)C)OC(=O)C)(=O)C.[Na+], predict the reaction product. The product is: [CH3:1][N:2]([CH3:13])[C:3]1[CH:8]=[CH:7][C:6](/[CH:9]=[CH:10]/[CH2:11][NH:14][C:15]2[CH:20]=[CH:19][C:18]([C:21]3[S:25][C:24]([N:26]=[C:27]([NH2:28])[NH2:29])=[N:23][C:22]=3[CH3:30])=[CH:17][CH:16]=2)=[CH:5][CH:4]=1. (2) Given the reactants Cl[C:2]1[C:11]2[C:10](=[O:12])[N:9]([CH3:13])[CH:8]=[N:7][C:6]=2[CH:5]=[C:4]([Cl:14])[N:3]=1.C1(C)C=CC(S(O)(=O)=O)=CC=1.[NH2:26][C@@H:27]1[CH2:31][CH2:30][O:29][CH2:28]1.CCN(C(C)C)C(C)C, predict the reaction product. The product is: [Cl:14][C:4]1[N:3]=[C:2]([NH:26][C@@H:27]2[CH2:31][CH2:30][O:29][CH2:28]2)[C:11]2[C:10](=[O:12])[N:9]([CH3:13])[CH:8]=[N:7][C:6]=2[CH:5]=1.